Dataset: Forward reaction prediction with 1.9M reactions from USPTO patents (1976-2016). Task: Predict the product of the given reaction. Given the reactants [S:1]1[CH:5]=[CH:4][C:3]2[C:6]([N:10]3[CH2:15][CH2:14][N:13]([CH2:16][CH2:17][CH2:18][O:19][C:20]4[CH:21]=[C:22]5[C:27](=[CH:28][CH:29]=4)[NH:26][C:25](=[O:30])[CH2:24][CH2:23]5)[CH2:12][CH2:11]3)=[CH:7][CH:8]=[CH:9][C:2]1=2.[Cl:31]CCCOC1C=C2C(=CC=1)NC(=O)CC2.CO.Cl, predict the reaction product. The product is: [ClH:31].[S:1]1[CH:5]=[CH:4][C:3]2[C:6]([N:10]3[CH2:11][CH2:12][N:13]([CH2:16][CH2:17][CH2:18][O:19][C:20]4[CH:21]=[C:22]5[C:27](=[CH:28][CH:29]=4)[NH:26][C:25](=[O:30])[CH2:24][CH2:23]5)[CH2:14][CH2:15]3)=[CH:7][CH:8]=[CH:9][C:2]1=2.